From a dataset of HIV replication inhibition screening data with 41,000+ compounds from the AIDS Antiviral Screen. Binary Classification. Given a drug SMILES string, predict its activity (active/inactive) in a high-throughput screening assay against a specified biological target. The molecule is CN1C2CCC1CC(OC(=O)C(CO)c1ccccc1)C2. The result is 0 (inactive).